From a dataset of Full USPTO retrosynthesis dataset with 1.9M reactions from patents (1976-2016). Predict the reactants needed to synthesize the given product. Given the product [NH:17]1[CH2:16][CH:15]=[C:14]([C:11]2[C:12]3[O:13][C:5]([CH:4]=[O:3])=[CH:6][C:7]=3[CH:8]=[N:9][CH:10]=2)[CH2:19][CH2:18]1, predict the reactants needed to synthesize it. The reactants are: C([O:3][CH:4](OCC)[C:5]1[O:13][C:12]2[C:11]([C:14]3[CH2:19][CH2:18][N:17](C(OC(C)(C)C)=O)[CH2:16][CH:15]=3)=[CH:10][N:9]=[CH:8][C:7]=2[CH:6]=1)C.Cl.C(=O)(O)[O-].[Na+].